Dataset: Peptide-MHC class I binding affinity with 185,985 pairs from IEDB/IMGT. Task: Regression. Given a peptide amino acid sequence and an MHC pseudo amino acid sequence, predict their binding affinity value. This is MHC class I binding data. The peptide sequence is ARAQFPRV. The MHC is H-2-Kb with pseudo-sequence H-2-Kb. The binding affinity (normalized) is 0.0735.